Dataset: Reaction yield outcomes from USPTO patents with 853,638 reactions. Task: Predict the reaction yield, written as a fraction of the theoretical maximum amount of product (1.0 means a 100% yield; for example, 0.34 means a 34% yield). (1) The reactants are [Cl-].O[NH3+:3].[C:4](=[O:7])([O-])[OH:5].[Na+].CS(C)=O.[CH2:13]([C:17]1[N:18]=[C:19]([CH3:46])[N:20]([C:39]2[CH:44]=[CH:43][CH:42]=[C:41]([CH3:45])[CH:40]=2)[C:21](=[O:38])[C:22]=1[CH2:23][C:24]1[CH:29]=[CH:28][C:27]([C:30]2[C:31]([C:36]#[N:37])=[CH:32][CH:33]=[CH:34][CH:35]=2)=[CH:26][CH:25]=1)[CH2:14][CH2:15][CH3:16]. The catalyst is O.C(OCC)(=O)C. The product is [CH2:13]([C:17]1[N:18]=[C:19]([CH3:46])[N:20]([C:39]2[CH:44]=[CH:43][CH:42]=[C:41]([CH3:45])[CH:40]=2)[C:21](=[O:38])[C:22]=1[CH2:23][C:24]1[CH:25]=[CH:26][C:27]([C:30]2[CH:35]=[CH:34][CH:33]=[CH:32][C:31]=2[C:36]2[NH:3][C:4](=[O:7])[O:5][N:37]=2)=[CH:28][CH:29]=1)[CH2:14][CH2:15][CH3:16]. The yield is 0.600. (2) The reactants are [CH3:1][O:2][C:3]1[CH:12]=[CH:11][CH:10]=[C:9]2[C:4]=1[CH2:5][CH2:6][CH:7]([C:13]([O:15][CH3:16])=[O:14])[CH2:8]2.[N+:17]([O-])([OH:19])=[O:18].C(OCC)C. The catalyst is C(OC(=O)C)(=O)C. The product is [CH3:1][O:2][C:3]1[CH:12]=[CH:11][C:10]([N+:17]([O-:19])=[O:18])=[C:9]2[C:4]=1[CH2:5][CH2:6][CH:7]([C:13]([O:15][CH3:16])=[O:14])[CH2:8]2. The yield is 0.200. (3) The reactants are [Cl:1][C:2]1[CH:7]=[C:6]([N+:8]([O-])=O)[CH:5]=[C:4]([N+:11]([O-:13])=[O:12])[CH:3]=1.[NH4+]=S. The catalyst is C(O)C. The product is [Cl:1][C:2]1[CH:7]=[C:6]([CH:5]=[C:4]([N+:11]([O-:13])=[O:12])[CH:3]=1)[NH2:8]. The yield is 0.280. (4) The reactants are [Si:1]([O:8][CH:9]1[CH2:14][CH:13]([CH3:15])[CH2:12][C:11]([C:16]2[CH:21]=[CH:20][N:19]=[CH:18][C:17]=2[N+:22]([O-])=O)=[CH:10]1)([C:4]([CH3:7])([CH3:6])[CH3:5])([CH3:3])[CH3:2]. The catalyst is C(O)(=O)C.[Fe]. The product is [Si:1]([O:8][CH:9]1[CH2:14][CH:13]([CH3:15])[CH2:12][C:11]([C:16]2[CH:21]=[CH:20][N:19]=[CH:18][C:17]=2[NH2:22])=[CH:10]1)([C:4]([CH3:7])([CH3:5])[CH3:6])([CH3:3])[CH3:2]. The yield is 0.780. (5) The reactants are F[C:2]1[CH:7]=[CH:6][C:5]([N+:8]([O-:10])=[O:9])=[CH:4][C:3]=1[C:11]([F:14])([F:13])[F:12].C([O-])([O-])=O.[K+].[K+].[CH2:21]([O:28][CH2:29][CH2:30][OH:31])[C:22]1[CH:27]=[CH:26][CH:25]=[CH:24][CH:23]=1.CC(=O)OCC. The catalyst is CN(C=O)C. The product is [CH2:21]([O:28][CH2:29][CH2:30][O:31][C:2]1[CH:7]=[CH:6][C:5]([N+:8]([O-:10])=[O:9])=[CH:4][C:3]=1[C:11]([F:14])([F:13])[F:12])[C:22]1[CH:27]=[CH:26][CH:25]=[CH:24][CH:23]=1. The yield is 0.760. (6) The reactants are [F:1][C:2]1[CH:9]=[C:8]([OH:10])[C:7]([OH:11])=[CH:6][C:3]=1[CH:4]=[O:5].[C:12]([O-])([O-])=O.[Cs+].[Cs+].O. The catalyst is CN(C=O)C. The product is [F:1][C:2]1[C:3]([CH:4]=[O:5])=[CH:6][C:7]2[O:11][CH2:12][O:10][C:8]=2[CH:9]=1. The yield is 0.240. (7) The reactants are [CH3:1][C:2]1[N:3]=[C:4]([N:12]2[CH2:16][CH2:15][NH:14][C:13]2=[O:17])[S:5][C:6]=1[C:7]([O:9][CH2:10][CH3:11])=[O:8].Br[CH2:19][C:20]([O:22][CH2:23][CH3:24])=[O:21].C(=O)([O-])[O-].[K+].[K+]. The catalyst is CN(C)C=O. The product is [CH2:23]([O:22][C:20](=[O:21])[CH2:19][N:14]1[CH2:15][CH2:16][N:12]([C:4]2[S:5][C:6]([C:7]([O:9][CH2:10][CH3:11])=[O:8])=[C:2]([CH3:1])[N:3]=2)[C:13]1=[O:17])[CH3:24]. The yield is 0.760.